This data is from Full USPTO retrosynthesis dataset with 1.9M reactions from patents (1976-2016). The task is: Predict the reactants needed to synthesize the given product. Given the product [NH2:10][C:6]1[C:5]2[N:11]=[C:12]([CH2:29][CH2:30][CH3:31])[N:13]([CH2:14][CH2:15][CH2:16][S:17]([C:20]3[CH:28]=[CH:27][C:23]([C:24]([N:34]([CH2:35][CH2:36][CH2:37][CH3:38])[CH3:33])=[O:25])=[CH:22][CH:21]=3)(=[O:19])=[O:18])[C:4]=2[C:3]([CH3:32])=[C:2]([CH3:1])[N:7]=1, predict the reactants needed to synthesize it. The reactants are: [CH3:1][C:2]1[N:7]2N=N[N:10]=[C:6]2[C:5]2[N:11]=[C:12]([CH2:29][CH2:30][CH3:31])[N:13]([CH2:14][CH2:15][CH2:16][S:17]([C:20]3[CH:28]=[CH:27][C:23]([C:24](Cl)=[O:25])=[CH:22][CH:21]=3)(=[O:19])=[O:18])[C:4]=2[C:3]=1[CH3:32].[CH3:33][NH:34][CH2:35][CH2:36][CH2:37][CH3:38].N1CCOCC1.